From a dataset of Full USPTO retrosynthesis dataset with 1.9M reactions from patents (1976-2016). Predict the reactants needed to synthesize the given product. (1) Given the product [F:1][C:2]([F:16])([C:7]1[CH:12]=[CH:11][N:10]=[C:9]([C:13]2[NH:29][O:41][C:17](=[O:18])[N:15]=2)[CH:8]=1)[C:3]([F:6])([F:5])[F:4], predict the reactants needed to synthesize it. The reactants are: [F:1][C:2]([F:16])([C:7]1[CH:12]=[CH:11][N:10]=[C:9]([C:13]([NH2:15])=O)[CH:8]=1)[C:3]([F:6])([F:5])[F:4].[C:17](N1C=CN=C1)(N1C=CN=C1)=[O:18].[N:29]12CCCN=C1CCCCC2.Cl.[OH2:41]. (2) The reactants are: O.[C:2]1([CH3:12])[CH:7]=[CH:6][C:5]([S:8]([OH:11])(=[O:10])=[O:9])=[CH:4][CH:3]=1. Given the product [C:2]1([CH3:12])[CH:3]=[CH:4][C:5]([S:8]([OH:11])(=[O:9])=[O:10])=[CH:6][CH:7]=1, predict the reactants needed to synthesize it. (3) Given the product [NH2:13][C:11]1[N:10]=[CH:9][N:8]=[C:7]2[N:6]([CH:14]3[CH2:19][CH2:18][N:17]([C:23](=[O:24])[CH2:22][N:21]([CH3:26])[CH3:20])[CH2:16][CH2:15]3)[N:5]=[C:4]([I:3])[C:12]=12, predict the reactants needed to synthesize it. The reactants are: Cl.Cl.[I:3][C:4]1[C:12]2[C:7](=[N:8][CH:9]=[N:10][C:11]=2[NH2:13])[N:6]([CH:14]2[CH2:19][CH2:18][NH:17][CH2:16][CH2:15]2)[N:5]=1.[CH3:20][N:21]([CH3:26])[CH2:22][C:23](O)=[O:24].ON1C2N=CC=CC=2N=N1.Cl.CN(C)CCCN=C=NCC.C(NC(C)C)C. (4) Given the product [F:20][C:14]1[CH:15]=[C:16]([F:19])[CH:17]=[CH:18][C:13]=1[C@@H:11]1[CH2:12][N:8]([C:40]([O:42][C:43]([CH3:44])([CH3:45])[CH3:46])=[O:41])[CH2:9][C@H:10]1[C:21]([O:23][CH3:24])=[O:22], predict the reactants needed to synthesize it. The reactants are: C([N:8]1[CH2:12][C@@H:11]([C:13]2[CH:18]=[CH:17][C:16]([F:19])=[CH:15][C:14]=2[F:20])[C@H:10]([C:21]([O:23][CH3:24])=[O:22])[CH2:9]1)C1C=CC=CC=1.CC1CC=CCC=1.[C:40](O[C:40]([O:42][C:43]([CH3:46])([CH3:45])[CH3:44])=[O:41])([O:42][C:43]([CH3:46])([CH3:45])[CH3:44])=[O:41]. (5) Given the product [Br:34][C:13]1[C:14]([F:15])=[C:9]([C:10]([C:16]([CH3:19])([CH3:18])[CH3:17])=[CH:11][CH:12]=1)[O:8][Si:5]([C:1]([CH3:4])([CH3:3])[CH3:2])([CH3:7])[CH3:6], predict the reactants needed to synthesize it. The reactants are: [C:1]([Si:5]([O:8][C:9]1[C:14]([F:15])=[CH:13][CH:12]=[CH:11][C:10]=1[C:16]([CH3:19])([CH3:18])[CH3:17])([CH3:7])[CH3:6])([CH3:4])([CH3:3])[CH3:2].CN(C)CCN(C)C.[Li]C(CC)C.C(Br)(Br)(Br)[Br:34].[NH4+].[Cl-]. (6) Given the product [CH:34]1[C:35]2[C:41]([CH:40]=[CH:39][CH:38]=[CH:37][CH:36]=2)=[CH:42][C:33]=1[CH2:32][C:30]1[CH:29]=[CH:28][C:27]([OH:43])=[C:26]([C@@H:6]2[O:9][C@H:10]([CH2:21][OH:22])[C@@H:11]([OH:17])[C@H:12]([OH:13])[C@H:5]2[OH:4])[CH:31]=1, predict the reactants needed to synthesize it. The reactants are: C([O:4][C@@H:5]1[C@@H:12]([O:13]C(=O)C)[C@H:11]([O:17]C(=O)C)[C@@H:10]([CH2:21][O:22]C(=O)C)[O:9][C:6]1([C:26]1[CH:31]=[C:30]([CH2:32][C:33]2[CH:42]=[C:41]3[C:35](=[CH:36][CH:37]=[CH:38][CH:39]=[CH:40]3)[CH:34]=2)[CH:29]=[CH:28][C:27]=1[O:43]C(=O)C)OC)(=O)C.C(O[C@@H]1[C@@H](OC(=O)C)[C@H](OC(=O)C)[C@@H](COC(=O)C)OC1(C1C=C(CC2C=C3C(=CC=CC=C3)C=2)C=CC=1O)OC)(=O)C.C([SiH](CC)CC)C.FC(F)(F)S(O[Si](C)(C)C)(=O)=O.C(=O)([O-])O.[Na+].